Dataset: Full USPTO retrosynthesis dataset with 1.9M reactions from patents (1976-2016). Task: Predict the reactants needed to synthesize the given product. (1) The reactants are: [Cl:1][C:2]1[CH:7]=[CH:6][CH:5]=[C:4]([Cl:8])[C:3]=1[CH2:9][S:10]([C:13]1[CH:14]=[C:15]2[C:19](=[CH:20][CH:21]=1)[NH:18][C:17](=[O:22])[CH2:16]2)(=[O:12])=[O:11].[CH:23]([C:25]1[NH:29][C:28]([CH3:30])=[C:27]([CH2:31][N:32]2[CH2:37][CH2:36][N:35]([CH:38]=[O:39])[CH2:34][CH2:33]2)[C:26]=1[CH3:40])=O.N1CCCCC1. Given the product [Cl:8][C:4]1[CH:5]=[CH:6][CH:7]=[C:2]([Cl:1])[C:3]=1[CH2:9][S:10]([C:13]1[CH:14]=[C:15]2[C:19](=[CH:20][CH:21]=1)[NH:18][C:17](=[O:22])/[C:16]/2=[CH:23]\[C:25]1[NH:29][C:28]([CH3:30])=[C:27]([CH2:31][N:32]2[CH2:33][CH2:34][N:35]([CH:38]=[O:39])[CH2:36][CH2:37]2)[C:26]=1[CH3:40])(=[O:12])=[O:11], predict the reactants needed to synthesize it. (2) Given the product [CH2:18]([O:19][C:2]1[CH:3]=[N:4][CH:5]=[C:6]([C:8]([F:11])([F:10])[F:9])[CH:7]=1)[C:12]1[CH:17]=[CH:16][CH:15]=[CH:14][CH:13]=1, predict the reactants needed to synthesize it. The reactants are: Cl[C:2]1[CH:3]=[N:4][CH:5]=[C:6]([C:8]([F:11])([F:10])[F:9])[CH:7]=1.[C:12]1([CH2:18][OH:19])[CH:17]=[CH:16][CH:15]=[CH:14][CH:13]=1. (3) Given the product [Br:13][CH2:1][C:2]1[N:12]=[CH:11][CH:10]=[CH:9][C:3]=1[C:4]([O:6][CH2:7][CH3:8])=[O:5], predict the reactants needed to synthesize it. The reactants are: [CH3:1][C:2]1[N:12]=[CH:11][CH:10]=[CH:9][C:3]=1[C:4]([O:6][CH2:7][CH3:8])=[O:5].[Br:13]N1C(=O)CCC1=O. (4) Given the product [CH3:12][O:6][C:5](=[O:7])[C:4]1[CH:8]=[CH:9][C:10]([OH:11])=[C:2]([F:1])[CH:3]=1, predict the reactants needed to synthesize it. The reactants are: [F:1][C:2]1[CH:3]=[C:4]([CH:8]=[CH:9][C:10]=1[OH:11])[C:5]([OH:7])=[O:6].[CH3:12]O. (5) Given the product [F:31][C@H:29]1[CH2:28][N:27]([C:32]([O:34][C:35]([CH3:36])([CH3:38])[CH3:37])=[O:33])[C@H:26]([C:24](=[O:25])[NH:23][CH2:22][C:17]2[CH:16]=[C:15]([C:6]3[CH:5]=[N:4][C:3]([C:2]([F:13])([F:12])[F:1])=[N:8][CH:7]=3)[CH:20]=[C:19]([CH3:21])[N:18]=2)[CH2:30]1, predict the reactants needed to synthesize it. The reactants are: [F:1][C:2]([F:13])([F:12])[C:3]1[N:8]=[CH:7][C:6](B(O)O)=[CH:5][N:4]=1.Br[C:15]1[CH:20]=[C:19]([CH3:21])[N:18]=[C:17]([CH2:22][NH:23][C:24]([C@@H:26]2[CH2:30][C@@H:29]([F:31])[CH2:28][N:27]2[C:32]([O:34][C:35]([CH3:38])([CH3:37])[CH3:36])=[O:33])=[O:25])[CH:16]=1.C(=O)([O-])[O-].[Cs+].[Cs+]. (6) Given the product [Cl:21][C:20]1[CH:19]=[CH:18][C:15]([CH:16]=[O:17])=[CH:14][C:13]=1[C:6]1[CH:7]=[CH:8][C:3]([O:2][CH3:1])=[CH:4][CH:5]=1, predict the reactants needed to synthesize it. The reactants are: [CH3:1][O:2][C:3]1[CH:8]=[CH:7][C:6](B(O)O)=[CH:5][CH:4]=1.Br[C:13]1[CH:14]=[C:15]([CH:18]=[CH:19][C:20]=1[Cl:21])[CH:16]=[O:17].C(=O)([O-])[O-].[K+].[K+].